This data is from Catalyst prediction with 721,799 reactions and 888 catalyst types from USPTO. The task is: Predict which catalyst facilitates the given reaction. (1) Reactant: [C:1]([CH2:3][NH:4][C:5](=[O:37])[C@H:6]([CH2:33][CH:34]([CH3:36])[CH3:35])[NH:7][C:8]1[C:12]([C:13]2[CH:18]=[CH:17][C:16]([N:19]3[CH2:24][CH2:23][N:22](C(OC(C)(C)C)=O)[CH2:21][CH2:20]3)=[CH:15][CH:14]=2)=[CH:11][N:10]([CH3:32])[N:9]=1)#[N:2].CS(O)(=O)=O.C([O-])(O)=O.[Na+]. Product: [C:1]([CH2:3][NH:4][C:5](=[O:37])[C@H:6]([CH2:33][CH:34]([CH3:35])[CH3:36])[NH:7][C:8]1[C:12]([C:13]2[CH:14]=[CH:15][C:16]([N:19]3[CH2:20][CH2:21][NH:22][CH2:23][CH2:24]3)=[CH:17][CH:18]=2)=[CH:11][N:10]([CH3:32])[N:9]=1)#[N:2]. The catalyst class is: 1. (2) Reactant: C([O:4][CH2:5][C:6]1[N:7]=[C:8]2[CH:17]=[CH:16][CH:15]=[C:14]([CH3:18])[N:9]2[C:10](=[O:13])[C:11]=1[Br:12])(=O)C.Cl.O1CCOCC1.[OH-].[NH4+]. Product: [Br:12][C:11]1[C:10](=[O:13])[N:9]2[C:14]([CH3:18])=[CH:15][CH:16]=[CH:17][C:8]2=[N:7][C:6]=1[CH2:5][OH:4]. The catalyst class is: 6. (3) Reactant: C(OC([N:8]1[CH2:12][C@@H:11]([CH2:13][N:14]([CH:31]([CH3:33])[CH3:32])[C:15](=[O:30])[C:16]2[CH:21]=[CH:20][C:19]([O:22][CH3:23])=[C:18]([O:24][CH2:25][CH2:26][CH2:27][O:28][CH3:29])[CH:17]=2)[C@H:10]([NH2:34])[CH2:9]1)=O)(C)(C)C.[CH:35]1[C:44]2[C:39](=[CH:40][CH:41]=[CH:42][CH:43]=2)[CH:38]=[CH:37][C:36]=1[S:45](Cl)(=[O:47])=[O:46].CC#N.O.CC#N. Product: [CH:31]([N:14]([CH2:13][C@@H:11]1[C@@H:10]([NH:34][S:45]([C:36]2[CH:37]=[CH:38][C:39]3[C:44](=[CH:43][CH:42]=[CH:41][CH:40]=3)[CH:35]=2)(=[O:47])=[O:46])[CH2:9][NH:8][CH2:12]1)[C:15](=[O:30])[C:16]1[CH:21]=[CH:20][C:19]([O:22][CH3:23])=[C:18]([O:24][CH2:25][CH2:26][CH2:27][O:28][CH3:29])[CH:17]=1)([CH3:33])[CH3:32]. The catalyst class is: 6. (4) Reactant: [CH2:1]([O:8][C:9]([N:11]1[CH2:18][C@@H:17]2[C@@H:13]([NH:14][CH2:15][CH2:16]2)[CH2:12]1)=[O:10])[C:2]1[CH:7]=[CH:6][CH:5]=[CH:4][CH:3]=1.[C:19]([C:21]1[CH:26]=[CH:25][C:24]([C:27]2[CH:32]=[CH:31][C:30](OS(C(F)(F)F)(=O)=O)=[CH:29][CH:28]=2)=[CH:23][CH:22]=1)#[N:20].C1(P(C2C=CC=CC=2)C2C=CC3C(=CC=CC=3)C=2C2C3C(=CC=CC=3)C=CC=2P(C2C=CC=CC=2)C2C=CC=CC=2)C=CC=CC=1.CC(C)([O-])C.[Na+]. Product: [CH2:1]([O:8][C:9]([N:11]1[CH2:18][C@@H:17]2[C@@H:13]([N:14]([C:30]3[CH:29]=[CH:28][C:27]([C:24]4[CH:23]=[CH:22][C:21]([C:19]#[N:20])=[CH:26][CH:25]=4)=[CH:32][CH:31]=3)[CH2:15][CH2:16]2)[CH2:12]1)=[O:10])[C:2]1[CH:3]=[CH:4][CH:5]=[CH:6][CH:7]=1. The catalyst class is: 498. (5) Reactant: [NH2:1][C@@H:2]([CH2:6][OH:7])[C:3]([O-:5])=[O:4].[C:8]([Cl:11])(=O)[CH3:9]. Product: [ClH:11].[NH2:1][C@@H:2]([CH2:6][OH:7])[C:3]([O:5][CH2:8][CH3:9])=[O:4]. The catalyst class is: 8. (6) Product: [Cl:14][C:15]1[C:16]([CH:2]=[O:22])=[N:17][CH:18]=[C:19]([CH3:21])[CH:20]=1. The catalyst class is: 28. Reactant: [Li][CH2:2]CCC.CN(CCN(C)C)C.[Cl:14][C:15]1[CH:16]=[N:17][CH:18]=[C:19]([CH3:21])[CH:20]=1.[OH2:22]. (7) Reactant: [Cl:1][C:2]1[CH:3]=[C:4]([CH:23]=[CH:24][CH:25]=1)[CH2:5][O:6][C:7]1[C:15]([F:16])=[CH:14][CH:13]=[C:12]2[C:8]=1[C:9]([CH2:18][C:19]([NH:21][CH3:22])=O)=[CH:10][N:11]2[CH3:17].[H-].[Al+3].[Li+].[H-].[H-].[H-].[Al+3].[Cl-].[Cl-].[Cl-].[O-]S([O-])(=O)=O.[Na+].[Na+]. Product: [Cl:1][C:2]1[CH:3]=[C:4]([CH:23]=[CH:24][CH:25]=1)[CH2:5][O:6][C:7]1[C:15]([F:16])=[CH:14][CH:13]=[C:12]2[C:8]=1[C:9]([CH2:18][CH2:19][NH:21][CH3:22])=[CH:10][N:11]2[CH3:17]. The catalyst class is: 20. (8) The catalyst class is: 60. Reactant: C[O:2][C:3]1[CH:8]=[CH:7][C:6]([N+:9]([O-:11])=[O:10])=[CH:5][C:4]=1[C:12]1[S:16][CH:15]=[N:14][CH:13]=1.[S-2].[Na+].[Na+]. Product: [N+:9]([C:6]1[CH:7]=[CH:8][C:3]([OH:2])=[C:4]([C:12]2[S:16][CH:15]=[N:14][CH:13]=2)[CH:5]=1)([O-:11])=[O:10].